Dataset: Full USPTO retrosynthesis dataset with 1.9M reactions from patents (1976-2016). Task: Predict the reactants needed to synthesize the given product. (1) Given the product [CH:70]12[O:73][CH:66]([CH2:72][CH2:71]1)[CH2:67][N:68]([C:74]1[N:79]=[C:78]([NH:80][C:2]3[N:7]=[CH:6][C:5]4[N:8]=[CH:9][N:10]([CH:11]([CH3:13])[CH3:12])[C:4]=4[CH:3]=3)[CH:77]=[CH:76][N:75]=1)[CH2:69]2, predict the reactants needed to synthesize it. The reactants are: Cl[C:2]1[N:7]=[CH:6][C:5]2[N:8]=[CH:9][N:10]([CH:11]([CH3:13])[CH3:12])[C:4]=2[CH:3]=1.C(Cl)(Cl)Cl.CC1(C)C2C(=C(P(C3C=CC=CC=3)C3C=CC=CC=3)C=CC=2)OC2C(P(C3C=CC=CC=3)C3C=CC=CC=3)=CC=CC1=2.C([O-])([O-])=O.[Cs+].[Cs+].[CH:66]12[O:73][CH:70]([CH2:71][CH2:72]1)[CH2:69][N:68]([C:74]1[N:79]=[C:78]([NH2:80])[CH:77]=[CH:76][N:75]=1)[CH2:67]2. (2) Given the product [CH3:30][C:7]1[CH:8]=[C:9]([NH:12][CH2:13][C:14]2[S:18][C:17]([C:19]3[CH:24]=[CH:23][C:22]([C:25]([F:27])([F:26])[F:28])=[CH:21][CH:20]=3)=[N:16][C:15]=2[CH3:29])[CH:10]=[CH:11][C:6]=1[O:5][CH2:4][C:3]([OH:31])=[O:2], predict the reactants needed to synthesize it. The reactants are: C[O:2][C:3](=[O:31])[CH2:4][O:5][C:6]1[CH:11]=[CH:10][C:9]([NH:12][CH2:13][C:14]2[S:18][C:17]([C:19]3[CH:24]=[CH:23][C:22]([C:25]([F:28])([F:27])[F:26])=[CH:21][CH:20]=3)=[N:16][C:15]=2[CH3:29])=[CH:8][C:7]=1[CH3:30].[Li+].[OH-]. (3) Given the product [O:19]1[C:15]([C@H:8]([C:5]2[CH:4]=[CH:3][C:2]([O:1][CH2:21][C:22]3[CH:31]=[CH:30][C:29]4[C:28]([CH3:33])([CH3:32])[CH2:27][CH2:26][C:25]([CH3:35])([CH3:34])[C:24]=4[CH:23]=3)=[CH:7][CH:6]=2)[CH2:9][C:10]([OH:12])=[O:11])=[CH:16][N:17]=[CH:18]1, predict the reactants needed to synthesize it. The reactants are: [OH:1][C:2]1[CH:7]=[CH:6][C:5]([C@@H:8]([C:15]2[O:19][CH:18]=[N:17][CH:16]=2)[CH2:9][C:10]([O:12]CC)=[O:11])=[CH:4][CH:3]=1.Br[CH2:21][C:22]1[CH:23]=[C:24]2[C:29](=[CH:30][CH:31]=1)[C:28]([CH3:33])([CH3:32])[CH2:27][CH2:26][C:25]2([CH3:35])[CH3:34].C(=O)([O-])[O-].[Cs+].[Cs+].[Li+].[OH-]. (4) Given the product [ClH:15].[CH:1]([S:4]([C:7]1[CH:14]=[CH:13][CH:12]=[CH:11][C:8]=1[CH2:9][NH2:10])(=[O:6])=[O:5])([CH3:3])[CH3:2], predict the reactants needed to synthesize it. The reactants are: [CH:1]([S:4]([C:7]1[CH:14]=[CH:13][CH:12]=[CH:11][C:8]=1[C:9]#[N:10])(=[O:6])=[O:5])([CH3:3])[CH3:2].[ClH:15]. (5) The reactants are: C[O:2][C:3](=[O:25])[CH2:4][N:5]1[C:13]2[C:8](=[CH:9][CH:10]=[CH:11][CH:12]=2)[C:7]([CH:14]=[C:15]2[C:23]3[C:18](=[CH:19][CH:20]=[CH:21][CH:22]=3)[NH:17][C:16]2=[O:24])=[CH:6]1.C(OC(=O)CN1C2C(=CC=CC=2)C(C=C2C3C(=CC=CC=3)NC2=O)=C1)C.[Li+].[OH-].Cl. Given the product [O:24]=[C:16]1[C:15](=[CH:14][C:7]2[C:8]3[C:13](=[CH:12][CH:11]=[CH:10][CH:9]=3)[N:5]([CH2:4][C:3]([OH:25])=[O:2])[CH:6]=2)[C:23]2[C:18](=[CH:19][CH:20]=[CH:21][CH:22]=2)[NH:17]1, predict the reactants needed to synthesize it. (6) Given the product [I:1][C:2]1[CH:3]=[C:4]([CH3:9])[C:5](=[O:8])[N:6]([CH3:10])[CH:7]=1, predict the reactants needed to synthesize it. The reactants are: [I:1][C:2]1[CH:3]=[C:4]([CH3:9])[C:5](=[O:8])[NH:6][CH:7]=1.[C:10](=O)([O-])[O-].[K+].[K+].IC. (7) Given the product [Br:1][CH2:22][C:15]1[CH:14]=[C:13]([C:9]([CH3:12])([CH3:11])[CH3:10])[S:17][C:16]=1[C:18]([O:20][CH3:21])=[O:19], predict the reactants needed to synthesize it. The reactants are: [Br:1]N1C(=O)CCC1=O.[C:9]([C:13]1[S:17][C:16]([C:18]([O:20][CH3:21])=[O:19])=[C:15]([CH3:22])[CH:14]=1)([CH3:12])([CH3:11])[CH3:10].CC(N=NC(C#N)(C)C)(C#N)C. (8) Given the product [OH:1][C:2]1[C:3]([C:28]([O:30][CH3:31])=[O:29])=[C:4]([CH:25]=[CH:26][CH:27]=1)[O:5][CH2:6]/[CH:7]=[CH:8]/[C:9]1[CH:10]=[C:11]([C:15]2[O:19][N:18]=[C:17]([C:20]([OH:22])=[O:21])[CH:16]=2)[CH:12]=[CH:13][CH:14]=1, predict the reactants needed to synthesize it. The reactants are: [OH:1][C:2]1[C:3]([C:28]([O:30][CH3:31])=[O:29])=[C:4]([CH:25]=[CH:26][CH:27]=1)[O:5][CH2:6]/[CH:7]=[CH:8]/[C:9]1[CH:10]=[C:11]([C:15]2[O:19][N:18]=[C:17]([C:20]([O:22]CC)=[O:21])[CH:16]=2)[CH:12]=[CH:13][CH:14]=1.[OH-].[Na+].